From a dataset of Forward reaction prediction with 1.9M reactions from USPTO patents (1976-2016). Predict the product of the given reaction. Given the reactants [CH3:1][O:2][C:3](=[O:36])[NH:4][CH:5]([C:9]([N:11]1[CH2:15][CH2:14][CH2:13][CH:12]1[C:16]1[NH:17][C:18]([C:21]2[CH:26]=[CH:25][C:24](B3OC(C)(C)C(C)(C)O3)=[CH:23][CH:22]=2)=[CH:19][N:20]=1)=[O:10])[CH:6]([CH3:8])[CH3:7].[Br:37][C:38]1[CH:43]=[CH:42][C:41](Br)=[CH:40][CH:39]=1.C([O-])([O-])=O.[K+].[K+].N#N, predict the reaction product. The product is: [CH3:1][O:2][C:3](=[O:36])[NH:4][CH:5]([C:9]([N:11]1[CH2:15][CH2:14][CH2:13][CH:12]1[C:16]1[NH:17][C:18]([C:21]2[CH:22]=[CH:23][C:24]([C:41]3[CH:42]=[CH:43][C:38]([Br:37])=[CH:39][CH:40]=3)=[CH:25][CH:26]=2)=[CH:19][N:20]=1)=[O:10])[CH:6]([CH3:7])[CH3:8].